Task: Regression. Given a peptide amino acid sequence and an MHC pseudo amino acid sequence, predict their binding affinity value. This is MHC class I binding data.. Dataset: Peptide-MHC class I binding affinity with 185,985 pairs from IEDB/IMGT (1) The peptide sequence is ASYRLCLYR. The MHC is HLA-B15:01 with pseudo-sequence HLA-B15:01. The binding affinity (normalized) is 0.0847. (2) The peptide sequence is RAVEPGTVL. The MHC is HLA-B58:01 with pseudo-sequence HLA-B58:01. The binding affinity (normalized) is 0.562. (3) The peptide sequence is YAEMWAQDA. The MHC is HLA-A03:01 with pseudo-sequence HLA-A03:01. The binding affinity (normalized) is 0. (4) The peptide sequence is AMTYKLAIDM. The MHC is Mamu-A02 with pseudo-sequence Mamu-A02. The binding affinity (normalized) is 0.548. (5) The peptide sequence is TAFTIPST. The MHC is HLA-A31:01 with pseudo-sequence HLA-A31:01. The binding affinity (normalized) is 0. (6) The peptide sequence is KTKISVEKI. The MHC is HLA-A33:01 with pseudo-sequence HLA-A33:01. The binding affinity (normalized) is 0. (7) The peptide sequence is TYASALWEI. The MHC is HLA-A26:01 with pseudo-sequence HLA-A26:01. The binding affinity (normalized) is 0.